From a dataset of Retrosynthesis with 50K atom-mapped reactions and 10 reaction types from USPTO. Predict the reactants needed to synthesize the given product. (1) Given the product CC(C)(C)OC(=O)NCc1ccc(-c2nc3ccnc(N)c3cc2-c2ccccc2)cc1, predict the reactants needed to synthesize it. The reactants are: CC(C)(C)OC(=O)NCc1ccc(-c2nc3ccnc(Cl)c3cc2-c2ccccc2)cc1.N. (2) The reactants are: C=CCCBr.COc1ccc(CN2C(=O)c3c(-c4ccccc4Cl)cc4[nH]c5ccc(OC)cc5c4c3C2=O)c(OC)c1. Given the product C=CCCn1c2ccc(OC)cc2c2c3c(c(-c4ccccc4Cl)cc21)C(=O)N(Cc1ccc(OC)cc1OC)C3=O, predict the reactants needed to synthesize it. (3) Given the product O=C(Nc1ccc(Br)cc1O)c1ccc(C(F)F)cc1, predict the reactants needed to synthesize it. The reactants are: Nc1ccc(Br)cc1O.O=C(Cl)c1ccc(C(F)F)cc1. (4) Given the product FCCCCCCCC/C=C\CCOC1CCCCO1, predict the reactants needed to synthesize it. The reactants are: FCCCCCCCCC#CCCOC1CCCCO1. (5) Given the product O=S(=O)(NC(Cc1c[nH]c2ccccc12)C(F)(F)F)c1c(Cl)cc(Br)cc1Cl, predict the reactants needed to synthesize it. The reactants are: NC(Cc1c[nH]c2ccccc12)C(F)(F)F.O=S(=O)(Cl)c1c(Cl)cc(Br)cc1Cl. (6) Given the product Cc1ccc(S(=O)(=O)N2CCC(C)C(O)C(NC(=O)c3ccccn3)C2)cc1, predict the reactants needed to synthesize it. The reactants are: Cc1ccc(S(=O)(=O)N2CCC(C)C(O)C(N)C2)cc1.O=C(O)c1ccccn1. (7) Given the product Cc1cc(N2CCN(Cc3ccc(C(F)(F)F)cc3)C2=O)sc1C(=O)NCc1cccnc1, predict the reactants needed to synthesize it. The reactants are: Cc1cc(N2CCN(Cc3ccc(C(F)(F)F)cc3)C2=O)sc1C(=O)O.NCc1cccnc1.